Dataset: Catalyst prediction with 721,799 reactions and 888 catalyst types from USPTO. Task: Predict which catalyst facilitates the given reaction. (1) Reactant: [CH3:1][O:2][C:3]1[CH:8]=[C:7]([CH:9]2[CH2:14][CH2:13][NH:12][CH2:11][CH2:10]2)[CH:6]=[CH:5][C:4]=1[N:15]([CH3:26])[C:16]1[N:21]=[CH:20][C:19]2[N:22]=[CH:23][N:24]([CH3:25])[C:18]=2[CH:17]=1.F[P-](F)(F)(F)(F)F.N1(OC(N(C)C)=[N+](C)C)C2N=CC=CC=2N=N1.C(N(C(C)C)CC)(C)C.[C:60]([CH2:62][C:63](O)=[O:64])#[N:61]. The catalyst class is: 3. Product: [CH3:1][O:2][C:3]1[CH:8]=[C:7]([CH:9]2[CH2:14][CH2:13][N:12]([C:63](=[O:64])[CH2:62][C:60]#[N:61])[CH2:11][CH2:10]2)[CH:6]=[CH:5][C:4]=1[N:15]([CH3:26])[C:16]1[N:21]=[CH:20][C:19]2[N:22]=[CH:23][N:24]([CH3:25])[C:18]=2[CH:17]=1. (2) Reactant: OC(C(F)(F)F)=O.[NH2:8][CH2:9][CH2:10][CH2:11][N:12]1[CH2:19][CH:18]2[O:20][CH:14]([CH2:15][N:16]([CH2:21][CH2:22][O:23][C:24]3[CH:31]=[CH:30][C:27]([C:28]#[N:29])=[CH:26][C:25]=3[F:32])[CH2:17]2)[CH2:13]1.[ClH:33]. Product: [ClH:33].[NH2:8][CH2:9][CH2:10][CH2:11][N:12]1[CH2:19][CH:18]2[O:20][CH:14]([CH2:15][N:16]([CH2:21][CH2:22][O:23][C:24]3[CH:31]=[CH:30][C:27]([C:28]#[N:29])=[CH:26][C:25]=3[F:32])[CH2:17]2)[CH2:13]1. The catalyst class is: 12. (3) Reactant: [CH2:1]([N:5]1[CH2:10][CH2:9][N:8]([CH:11]([C:16]2[CH:21]=[CH:20][CH:19]=[CH:18][CH:17]=2)[C:12]([O:14]C)=[O:13])[C:7](=[O:22])[C:6]1=[O:23])[CH2:2][CH2:3][CH3:4].[Li+].[OH-].Cl. Product: [CH2:1]([N:5]1[CH2:10][CH2:9][N:8]([CH:11]([C:16]2[CH:21]=[CH:20][CH:19]=[CH:18][CH:17]=2)[C:12]([OH:14])=[O:13])[C:7](=[O:22])[C:6]1=[O:23])[CH2:2][CH2:3][CH3:4]. The catalyst class is: 92. (4) Reactant: [Cl:1][C:2]1[CH:7]=[C:6]([F:8])[CH:5]=[CH:4][C:3]=1[F:9].[N+:10]([O-])([OH:12])=[O:11]. Product: [Cl:1][C:2]1[C:3]([F:9])=[CH:4][C:5]([N+:10]([O-:12])=[O:11])=[C:6]([F:8])[CH:7]=1. The catalyst class is: 65. (5) Reactant: [CH:1]1([N:5]([CH2:19][CH2:20][CH2:21][C:22]2[C:30]3[C:25](=[C:26]([F:32])[CH:27]=[C:28]([F:31])[CH:29]=3)[NH:24][CH:23]=2)[CH:6]2[CH2:15][C:14]3[C:13]([C:16](O)=[O:17])=[CH:12][CH:11]=[CH:10][C:9]=3[O:8][CH2:7]2)[CH2:4][CH2:3][CH2:2]1.CN.O[N:36]1[C:40]2C=CC=CC=2N=N1.Cl.CN(C)CCCN=C=NCC. Product: [CH:1]1([N:5]([CH2:19][CH2:20][CH2:21][C:22]2[C:30]3[C:25](=[C:26]([F:32])[CH:27]=[C:28]([F:31])[CH:29]=3)[NH:24][CH:23]=2)[CH:6]2[CH2:15][C:14]3[C:13]([C:16]([NH:36][CH3:40])=[O:17])=[CH:12][CH:11]=[CH:10][C:9]=3[O:8][CH2:7]2)[CH2:2][CH2:3][CH2:4]1. The catalyst class is: 54. (6) Reactant: [CH:1]([C:4]1[C:13]2[O:12][CH:11]([C:14]3[CH:19]=[CH:18][CH:17]=[CH:16][CH:15]=3)[C:10](=O)[NH:9][C:8]=2[CH:7]=[CH:6][CH:5]=1)([CH3:3])[CH3:2].B.O1CCCC1.O.C(=O)([O-])O.[Na+]. Product: [CH:1]([C:4]1[C:13]2[O:12][CH:11]([C:14]3[CH:19]=[CH:18][CH:17]=[CH:16][CH:15]=3)[CH2:10][NH:9][C:8]=2[CH:7]=[CH:6][CH:5]=1)([CH3:3])[CH3:2]. The catalyst class is: 7. (7) Reactant: [CH3:1][C:2]1[S:16][C:5]2=[N:6][CH:7]=[C:8]([C:11]([O:13][CH2:14][CH3:15])=[O:12])[C:9](=[O:10])[N:4]2[CH:3]=1.C1C(=O)N([Br:24])C(=O)C1. Product: [Br:24][CH2:1][C:2]1[S:16][C:5]2=[N:6][CH:7]=[C:8]([C:11]([O:13][CH2:14][CH3:15])=[O:12])[C:9](=[O:10])[N:4]2[CH:3]=1. The catalyst class is: 340. (8) Reactant: Cl.[F:2][C:3]1[CH:8]=[CH:7][C:6]([CH:9]([OH:23])[CH:10]([NH2:22])[CH2:11][C:12]2[CH:17]=[CH:16][C:15]([C:18]([F:21])([F:20])[F:19])=[CH:14][CH:13]=2)=[CH:5][CH:4]=1.[C:24]1([S:34](Cl)(=[O:36])=[O:35])[C:33]2[C:28](=[CH:29][CH:30]=[CH:31][CH:32]=2)[CH:27]=[CH:26][CH:25]=1.C(=O)([O-])O.[Na+]. Product: [F:2][C:3]1[CH:4]=[CH:5][C:6]([CH:9]([OH:23])[CH:10]([NH:22][S:34]([C:24]2[C:33]3[C:28](=[CH:29][CH:30]=[CH:31][CH:32]=3)[CH:27]=[CH:26][CH:25]=2)(=[O:36])=[O:35])[CH2:11][C:12]2[CH:17]=[CH:16][C:15]([C:18]([F:21])([F:20])[F:19])=[CH:14][CH:13]=2)=[CH:7][CH:8]=1. The catalyst class is: 84.